From a dataset of Peptide-MHC class II binding affinity with 134,281 pairs from IEDB. Regression. Given a peptide amino acid sequence and an MHC pseudo amino acid sequence, predict their binding affinity value. This is MHC class II binding data. (1) The binding affinity (normalized) is 0.323. The peptide sequence is VNPIASTNDDEVLIE. The MHC is HLA-DQA10201-DQB10301 with pseudo-sequence HLA-DQA10201-DQB10301. (2) The peptide sequence is AFILDGTNLFPKV. The MHC is DRB3_0101 with pseudo-sequence DRB3_0101. The binding affinity (normalized) is 1.00.